The task is: Predict the reaction yield, written as a fraction of the theoretical maximum amount of product (1.0 means a 100% yield; for example, 0.34 means a 34% yield).. This data is from Reaction yield outcomes from USPTO patents with 853,638 reactions. (1) The reactants are [NH2:1][C:2]1[N:3]=[CH:4][C:5]2[S:10][C:9](=[O:11])[N:8]([C@@H:12]3[O:24][C@H:23]([CH2:25][O:26][Si](C(C)(C)C)(C)C)[C@@H:18]([O:19][C:20](=[O:22])[CH3:21])[C@H:13]3[O:14][C:15](=[O:17])[CH3:16])[C:6]=2[N:7]=1.N1C=CC=CC=1. The catalyst is C1COCC1. The product is [NH2:1][C:2]1[N:3]=[CH:4][C:5]2[S:10][C:9](=[O:11])[N:8]([C@@H:12]3[O:24][C@H:23]([CH2:25][OH:26])[C@@H:18]([O:19][C:20](=[O:22])[CH3:21])[C@H:13]3[O:14][C:15](=[O:17])[CH3:16])[C:6]=2[N:7]=1. The yield is 1.00. (2) The reactants are [Cl:1][C:2]1[N:3]=[C:4]([N:11]2[CH2:16][CH2:15][O:14][CH2:13][CH2:12]2)[C:5]2[S:10][CH:9]=[CH:8][C:6]=2[N:7]=1.[Li]CCCC.CCCCCC.CN(C)[CH:30]=[O:31]. The catalyst is C1COCC1. The product is [Cl:1][C:2]1[N:3]=[C:4]([N:11]2[CH2:16][CH2:15][O:14][CH2:13][CH2:12]2)[C:5]2[S:10][C:9]([CH:30]=[O:31])=[CH:8][C:6]=2[N:7]=1. The yield is 0.770.